Dataset: Full USPTO retrosynthesis dataset with 1.9M reactions from patents (1976-2016). Task: Predict the reactants needed to synthesize the given product. (1) Given the product [CH3:7][N:8]1[C:16]2=[N:15][CH:14]=[CH:13][CH:12]=[C:11]2[CH:10]=[C:9]1[Si:17]([CH2:22][CH3:23])([CH2:20][CH3:21])[CH2:18][CH3:19], predict the reactants needed to synthesize it. The reactants are: CC([O-])(C)C.[K+].[CH3:7][N:8]1[C:16]2[C:11](=[CH:12][CH:13]=[CH:14][N:15]=2)[CH:10]=[CH:9]1.[SiH:17]([CH2:22][CH3:23])([CH2:20][CH3:21])[CH2:18][CH3:19]. (2) Given the product [ClH:27].[F:1][C:2]1[CH:7]=[C:6]([CH:5]=[CH:4][C:3]=1[N:14]1[CH2:15][CH2:16][NH:17][CH2:18][CH2:19]1)[C:8]([NH:9][CH:10]([CH3:12])[CH3:11])=[O:13], predict the reactants needed to synthesize it. The reactants are: [F:1][C:2]1[CH:7]=[C:6]([C:8](=[O:13])[NH:9][CH:10]([CH3:12])[CH3:11])[CH:5]=[CH:4][C:3]=1[N:14]1[CH2:19][CH2:18][N:17](C(OC(C)(C)C)=O)[CH2:16][CH2:15]1.[ClH:27]. (3) Given the product [CH3:26][C:23]1[C:22]([NH:27][CH:28]([C:30]2[O:34][N:33]=[C:32]([C:35]3[CH:36]=[CH:37][CH:38]=[CH:39][CH:40]=3)[CH:31]=2)[CH3:29])=[C:21]([C:18]2[CH:19]=[CH:20][C:15]([C:12]3[CH:11]=[CH:10][C:9]([C:6]4([CH2:5][C:4]([OH:41])=[O:3])[CH2:7][CH2:8]4)=[CH:14][CH:13]=3)=[CH:16][CH:17]=2)[O:25][N:24]=1, predict the reactants needed to synthesize it. The reactants are: C([O:3][C:4](=[O:41])[CH2:5][C:6]1([C:9]2[CH:14]=[CH:13][C:12]([C:15]3[CH:20]=[CH:19][C:18]([C:21]4[O:25][N:24]=[C:23]([CH3:26])[C:22]=4[NH:27][CH:28]([C:30]4[O:34][N:33]=[C:32]([C:35]5[CH:40]=[CH:39][CH:38]=[CH:37][CH:36]=5)[CH:31]=4)[CH3:29])=[CH:17][CH:16]=3)=[CH:11][CH:10]=2)[CH2:8][CH2:7]1)C.CCO.[OH-].[Na+]. (4) Given the product [O:38]=[C:39]1[C:47]2[C:42](=[CH:43][C:44]([C:48]3[CH:49]=[CH:50][C:51]([NH:54][C:55]([NH:57][C:58]4[CH:63]=[CH:62][CH:61]=[C:60]([C:64]([F:66])([F:65])[F:67])[CH:59]=4)=[O:56])=[CH:52][CH:53]=3)=[CH:45][CH:46]=2)[CH2:41][N:40]1[CH2:68][CH2:69][CH2:70][C:71]([OH:73])=[O:72], predict the reactants needed to synthesize it. The reactants are: CC(C)[C@@H](N1CC2C(=CC=C(C3C=CC(NC(NC4C=CC=C(C(F)(F)F)C=4)=O)=CC=3)C=2)C1=O)C(O)=O.[O:38]=[C:39]1[C:47]2[C:42](=[CH:43][C:44]([C:48]3[CH:53]=[CH:52][C:51]([NH:54][C:55]([NH:57][C:58]4[CH:63]=[CH:62][CH:61]=[C:60]([C:64]([F:67])([F:66])[F:65])[CH:59]=4)=[O:56])=[CH:50][CH:49]=3)=[CH:45][CH:46]=2)[CH2:41][N:40]1[CH2:68][CH2:69][CH2:70][C:71]([O:73]C)=[O:72]. (5) Given the product [F:33][C:34]1[CH:39]=[CH:38][C:37]([O:40][C:2]2[CH:3]=[CH:4][C:5]([C:8]([N:10]([CH3:32])[C:11]3[CH:16]=[CH:15][C:14]([CH2:17][N:18]4[CH2:23][CH2:22][N:21]([C:24]([O:26][C:27]([CH3:30])([CH3:29])[CH3:28])=[O:25])[C@@H:20]([CH3:31])[CH2:19]4)=[CH:13][CH:12]=3)=[O:9])=[N:6][CH:7]=2)=[CH:36][CH:35]=1, predict the reactants needed to synthesize it. The reactants are: Br[C:2]1[CH:3]=[CH:4][C:5]([C:8]([N:10]([CH3:32])[C:11]2[CH:16]=[CH:15][C:14]([CH2:17][N:18]3[CH2:23][CH2:22][N:21]([C:24]([O:26][C:27]([CH3:30])([CH3:29])[CH3:28])=[O:25])[C@@H:20]([CH3:31])[CH2:19]3)=[CH:13][CH:12]=2)=[O:9])=[N:6][CH:7]=1.[F:33][C:34]1[CH:39]=[CH:38][C:37]([OH:40])=[CH:36][CH:35]=1.C(=O)([O-])[O-].[Cs+].[Cs+].CC(C)(C(=O)CC(=O)C(C)(C)C)C. (6) Given the product [CH:47]([NH:46][C:44](=[O:45])[CH2:43][N:29]1[C:28](=[O:50])[C:27]2[C:32](=[CH:33][CH:34]=[C:25]([B:10]3[O:11][C:12]([CH3:17])([CH3:18])[C:13]([CH3:15])([CH3:16])[O:14]3)[CH:26]=2)[N:31]=[C:30]1[C:35]1[CH:40]=[CH:39][CH:38]=[C:37]([O:41][CH3:42])[CH:36]=1)([CH3:49])[CH3:48], predict the reactants needed to synthesize it. The reactants are: [B:10]1([B:10]2[O:14][C:13]([CH3:16])([CH3:15])[C:12]([CH3:18])([CH3:17])[O:11]2)[O:14][C:13]([CH3:16])([CH3:15])[C:12]([CH3:18])([CH3:17])[O:11]1.C([O-])(=O)C.[K+].Br[C:25]1[CH:26]=[C:27]2[C:32](=[CH:33][CH:34]=1)[N:31]=[C:30]([C:35]1[CH:40]=[CH:39][CH:38]=[C:37]([O:41][CH3:42])[CH:36]=1)[N:29]([CH2:43][C:44]([NH:46][CH:47]([CH3:49])[CH3:48])=[O:45])[C:28]2=[O:50]. (7) Given the product [CH:10]1([CH2:2][C:3]2[C:4]([CH3:21])=[CH:5][CH2:6][C:7]=2[CH3:8])[C:18]2[C:13](=[CH:14][CH:15]=[CH:16][CH:17]=2)[CH:12]=[CH:11]1, predict the reactants needed to synthesize it. The reactants are: O[CH2:2][C:3]1[C:4](=O)[CH2:5][CH2:6][C:7]=1[CH3:8].[CH:10]1([Li])[C:18]2[C:13](=[CH:14][CH:15]=[CH:16][CH:17]=2)[CH:12]=[CH:11]1.O.[CH3:21]CCCCC.